From a dataset of Full USPTO retrosynthesis dataset with 1.9M reactions from patents (1976-2016). Predict the reactants needed to synthesize the given product. (1) Given the product [NH2:19][C:18]([NH:1][C:2]1[C:3]([C:14]([NH2:16])=[O:15])=[N:4][N:5]([C:7]2[CH:8]=[CH:9][C:10]([Br:13])=[CH:11][CH:12]=2)[CH:6]=1)=[O:17], predict the reactants needed to synthesize it. The reactants are: [NH2:1][C:2]1[C:3]([C:14]([NH2:16])=[O:15])=[N:4][N:5]([C:7]2[CH:12]=[CH:11][C:10]([Br:13])=[CH:9][CH:8]=2)[CH:6]=1.[O-:17][C:18]#[N:19].[Na+]. (2) Given the product [C:38]([C:2]1[CH:7]=[CH:6][C:5]([CH:8]([C:31]2[CH:36]=[CH:35][CH:34]=[CH:33][CH:32]=2)[NH:9][C:10](=[O:30])[CH2:11][C:12]2[CH:13]=[CH:14][C:15]3[O:19][C:18]([C@H:20]([C:22]4[C:23]([CH3:28])=[N:24][O:25][C:26]=4[CH3:27])[OH:21])=[CH:17][C:16]=3[CH:29]=2)=[C:4]([CH3:37])[CH:3]=1)#[N:39], predict the reactants needed to synthesize it. The reactants are: Br[C:2]1[CH:7]=[CH:6][C:5]([CH:8]([C:31]2[CH:36]=[CH:35][CH:34]=[CH:33][CH:32]=2)[NH:9][C:10](=[O:30])[CH2:11][C:12]2[CH:13]=[CH:14][C:15]3[O:19][C:18]([C@H:20]([C:22]4[C:23]([CH3:28])=[N:24][O:25][C:26]=4[CH3:27])[OH:21])=[CH:17][C:16]=3[CH:29]=2)=[C:4]([CH3:37])[CH:3]=1.[CH3:38][N:39](C=O)C. (3) Given the product [Cl:34][C:31]1[CH:30]=[CH:29][C:28]([C:26]([N:25]2[C:24]3[C:19](=[CH:20][C:21]([O:35][CH3:36])=[CH:22][CH:23]=3)[C:18]([CH2:37][C:38]([NH:1][CH2:2][CH2:3][S:4][S:5][CH2:6][CH2:7][NH:8][C:9](=[O:15])[O:10][C:11]([CH3:12])([CH3:14])[CH3:13])=[O:39])=[C:17]2[CH3:16])=[O:27])=[CH:33][CH:32]=1, predict the reactants needed to synthesize it. The reactants are: [NH2:1][CH2:2][CH2:3][S:4][S:5][CH2:6][CH2:7][NH:8][C:9](=[O:15])[O:10][C:11]([CH3:14])([CH3:13])[CH3:12].[CH3:16][C:17]1[N:25]([C:26]([C:28]2[CH:29]=[CH:30][C:31]([Cl:34])=[CH:32][CH:33]=2)=[O:27])[C:24]2[CH:23]=[CH:22][C:21]([O:35][CH3:36])=[CH:20][C:19]=2[C:18]=1[CH2:37][C:38](O)=[O:39].CCN=C=NCCCN(C)C. (4) Given the product [O:3]=[C:4]1[N:10]([CH:11]2[CH2:12][CH2:13][N:14]([C:17]([O:19][C@@H:20]([C:32]([OH:34])=[O:33])[CH2:21][C:22]3[CH:30]=[C:29]([CH3:31])[C:25]4[NH:26][CH:27]=[N:28][C:24]=4[CH:23]=3)=[O:18])[CH2:15][CH2:16]2)[CH2:9][CH2:8][C:7]2[CH:36]=[CH:37][CH:38]=[CH:39][C:6]=2[NH:5]1, predict the reactants needed to synthesize it. The reactants are: [Li+].[OH-].[O:3]=[C:4]1[N:10]([CH:11]2[CH2:16][CH2:15][N:14]([C:17]([O:19][C@@H:20]([C:32]([O:34]C)=[O:33])[CH2:21][C:22]3[CH:30]=[C:29]([CH3:31])[C:25]4[NH:26][CH:27]=[N:28][C:24]=4[CH:23]=3)=[O:18])[CH2:13][CH2:12]2)[CH2:9][CH2:8][C:7]2[CH:36]=[CH:37][CH:38]=[CH:39][C:6]=2[NH:5]1.Cl. (5) Given the product [CH2:1]([O:3][C:4]1[CH:9]=[C:8]([NH:10][C:11]2[CH:12]=[N:13][CH:14]=[CH:15][CH:16]=2)[C:7]([NH2:17])=[CH:6][CH:5]=1)[CH3:2], predict the reactants needed to synthesize it. The reactants are: [CH2:1]([O:3][C:4]1[CH:5]=[CH:6][C:7]([N+:17]([O-])=O)=[C:8]([NH:10][C:11]2[CH:12]=[N:13][CH:14]=[CH:15][CH:16]=2)[CH:9]=1)[CH3:2]. (6) Given the product [F:6][C:7]1[CH:12]=[CH:11][CH:10]=[C:9]([F:13])[C:8]=1[CH:19]([C:18]1[CH:21]=[CH:22][CH:23]=[C:24]([O:25][CH3:26])[C:17]=1[N+:14]([O-:16])=[O:15])[OH:20], predict the reactants needed to synthesize it. The reactants are: C([Li])CCC.[F:6][C:7]1[CH:12]=[CH:11][CH:10]=[C:9]([F:13])[CH:8]=1.[N+:14]([C:17]1[C:24]([O:25][CH3:26])=[CH:23][CH:22]=[CH:21][C:18]=1[CH:19]=[O:20])([O-:16])=[O:15].[Cl-].[NH4+].